This data is from Peptide-MHC class I binding affinity with 185,985 pairs from IEDB/IMGT. The task is: Regression. Given a peptide amino acid sequence and an MHC pseudo amino acid sequence, predict their binding affinity value. This is MHC class I binding data. (1) The peptide sequence is EWAENCYNL. The MHC is HLA-B15:01 with pseudo-sequence HLA-B15:01. The binding affinity (normalized) is 0.0847. (2) The peptide sequence is EIKDRILSY. The MHC is HLA-B08:02 with pseudo-sequence HLA-B08:02. The binding affinity (normalized) is 0.0847. (3) The peptide sequence is SVFPFDGTR. The MHC is HLA-A68:02 with pseudo-sequence HLA-A68:02. The binding affinity (normalized) is 0.316. (4) The peptide sequence is CDKHYWDAI. The MHC is Mamu-A11 with pseudo-sequence Mamu-A11. The binding affinity (normalized) is 0.787. (5) The peptide sequence is YTFVVPLVY. The MHC is HLA-A29:02 with pseudo-sequence HLA-A29:02. The binding affinity (normalized) is 0.871. (6) The peptide sequence is MHYGYNRAN. The MHC is HLA-A23:01 with pseudo-sequence HLA-A23:01. The binding affinity (normalized) is 0.0847. (7) The MHC is HLA-A25:01 with pseudo-sequence HLA-A25:01. The peptide sequence is CPRIFSHSF. The binding affinity (normalized) is 0.0847. (8) The peptide sequence is NHINVEFSL. The MHC is HLA-B38:01 with pseudo-sequence HLA-B38:01. The binding affinity (normalized) is 0.872.